This data is from Reaction yield outcomes from USPTO patents with 853,638 reactions. The task is: Predict the reaction yield, written as a fraction of the theoretical maximum amount of product (1.0 means a 100% yield; for example, 0.34 means a 34% yield). The reactants are [C:1]([C:3]1([C:16]2[CH:21]=[CH:20][C:19]([O:22][CH2:23][CH2:24][CH2:25][N:26]3[CH2:30][CH2:29][CH2:28][CH2:27]3)=[CH:18][CH:17]=2)[CH2:8][CH2:7][N:6](C(OC(C)(C)C)=O)[CH2:5][CH2:4]1)#[N:2].FC(F)(F)C(O)=O. The catalyst is ClCCl. The product is [N:26]1([CH2:25][CH2:24][CH2:23][O:22][C:19]2[CH:20]=[CH:21][C:16]([C:3]3([C:1]#[N:2])[CH2:4][CH2:5][NH:6][CH2:7][CH2:8]3)=[CH:17][CH:18]=2)[CH2:30][CH2:29][CH2:28][CH2:27]1. The yield is 0.180.